Dataset: Forward reaction prediction with 1.9M reactions from USPTO patents (1976-2016). Task: Predict the product of the given reaction. (1) Given the reactants [Cl:1][C:2]1[N:11]=[C:10](Cl)[C:9]2[C:4](=[CH:5][CH:6]=[CH:7][CH:8]=2)[N:3]=1.C(N(CC)CC)C.[NH:20]1[CH2:26][CH2:25][CH2:24][CH2:23][CH2:22][CH2:21]1.O, predict the reaction product. The product is: [Cl:1][C:2]1[N:11]=[C:10]([N:20]2[CH2:26][CH2:25][CH2:24][CH2:23][CH2:22][CH2:21]2)[C:9]2[C:4](=[CH:5][CH:6]=[CH:7][CH:8]=2)[N:3]=1. (2) Given the reactants Cl[C:2]1[C:3]([O:8][CH:9]2[CH2:12][N:11]([C:13]3[CH:22]=[CH:21][C:20]4[C:15](=[CH:16][CH:17]=[CH:18][CH:19]=4)[N:14]=3)[CH2:10]2)=[N:4][CH:5]=[CH:6][N:7]=1.[NH:23]1[CH2:28][CH2:27][CH:26]([C:29](=[O:31])[CH3:30])[CH2:25][CH2:24]1.C([O-])([O-])=O.[K+].[K+].CC(O)C, predict the reaction product. The product is: [N:14]1[C:15]2[C:20](=[CH:19][CH:18]=[CH:17][CH:16]=2)[CH:21]=[CH:22][C:13]=1[N:11]1[CH2:12][CH:9]([O:8][C:3]2[C:2]([N:23]3[CH2:28][CH2:27][CH:26]([C:29](=[O:31])[CH3:30])[CH2:25][CH2:24]3)=[N:7][CH:6]=[CH:5][N:4]=2)[CH2:10]1. (3) Given the reactants [NH2:1][C@H:2]([C:6]([OH:8])=[O:7])[C@@H:3]([CH3:5])[OH:4].C(OCC1C=CC=CC=1)C1C=CC=CC=1.[CH2:24](O)[CH2:25][CH2:26][CH2:27][CH2:28][CH2:29][CH2:30][CH2:31][CH2:32][CH2:33][CH2:34][CH2:35][CH2:36][CH2:37][CH2:38][CH2:39][CH2:40][CH3:41], predict the reaction product. The product is: [CH2:41]([O:7][C:6](=[O:8])[C@H:2]([C@@H:3]([CH3:5])[OH:4])[NH2:1])[CH2:40][CH2:39][CH2:38][CH2:37][CH2:36][CH2:35][CH2:34][CH2:33][CH2:32][CH2:31][CH2:30][CH2:29][CH2:28][CH2:27][CH2:26][CH2:25][CH3:24]. (4) Given the reactants Br[C:2]1[CH:7]=[C:6]([C:8]2[N:12]3[CH:13]=[CH:14][CH:15]=[CH:16][C:11]3=[N:10][C:9]=2[C:17]2[CH:22]=[CH:21][CH:20]=[CH:19][N:18]=2)[CH:5]=[CH:4][N:3]=1.[CH:23]([C:25]1[CH:30]=[CH:29][C:28](B(O)O)=[CH:27][CH:26]=1)=[O:24], predict the reaction product. The product is: [CH:23]([C:25]1[CH:30]=[CH:29][C:28]([C:2]2[CH:7]=[C:6]([C:8]3[N:12]4[CH:13]=[CH:14][CH:15]=[CH:16][C:11]4=[N:10][C:9]=3[C:17]3[CH:22]=[CH:21][CH:20]=[CH:19][N:18]=3)[CH:5]=[CH:4][N:3]=2)=[CH:27][CH:26]=1)=[O:24]. (5) The product is: [CH3:28][NH:23][C:22]1[CH:21]=[CH:20][C:19]([O:18][C:17]2[CH:26]=[CH:27][C:14]([C:12]3[N:13]=[C:9]([CH2:8][O:1][C:2]4[CH:7]=[CH:6][CH:5]=[CH:4][CH:3]=4)[NH:10][CH:11]=3)=[CH:15][CH:16]=2)=[CH:25][CH:24]=1. Given the reactants [O:1]([CH2:8][C:9]1[NH:10][CH:11]=[C:12]([C:14]2[CH:27]=[CH:26][C:17]([O:18][C:19]3[CH:25]=[CH:24][C:22]([NH2:23])=[CH:21][CH:20]=3)=[CH:16][CH:15]=2)[N:13]=1)[C:2]1[CH:7]=[CH:6][CH:5]=[CH:4][CH:3]=1.[CH2:28](N(CC)CC)C.C(OC(=O)C)(=O)C.C(OCC)(=O)C, predict the reaction product. (6) Given the reactants [C:1]([O:5][C:6]([N:8]1[CH2:13][C:12](=[O:14])[CH:11]=[C:10]([O-:15])[CH2:9]1)=[O:7])([CH3:4])([CH3:3])[CH3:2].[K+].CC(C)([O-])C.[K+].Br[CH2:24][C:25](=O)[C:26]([OH:28])=[O:27].C(O)(=O)C.C(OC(=O)C)(=O)C, predict the reaction product. The product is: [C:1]([O:5][C:6]([N:8]1[CH2:9][C:10](=[O:15])[C:11]2[C:25]([C:26]([OH:28])=[O:27])=[CH:24][O:14][C:12]=2[CH2:13]1)=[O:7])([CH3:4])([CH3:2])[CH3:3]. (7) Given the reactants [F:1][C:2]1[CH:7]=[CH:6][C:5]([CH:8]([N:31]2[CH2:36][CH2:35][N:34]([CH:37]([CH3:39])[CH3:38])[CH2:33][CH2:32]2)[CH2:9][N:10]2[CH2:15][CH2:14][N:13]([CH2:16][CH2:17][CH2:18][C:19]3[C:20]([OH:30])=[N:21][NH:22][C:23]=3[C:24]3[CH:29]=[CH:28][CH:27]=[CH:26][CH:25]=3)[CH2:12][CH2:11]2)=[CH:4][CH:3]=1.[ClH:40].O1CCOCC1, predict the reaction product. The product is: [ClH:40].[ClH:40].[ClH:40].[ClH:40].[F:1][C:2]1[CH:7]=[CH:6][C:5]([CH:8]([N:31]2[CH2:32][CH2:33][N:34]([CH:37]([CH3:39])[CH3:38])[CH2:35][CH2:36]2)[CH2:9][N:10]2[CH2:15][CH2:14][N:13]([CH2:16][CH2:17][CH2:18][C:19]3[C:20]([OH:30])=[N:21][NH:22][C:23]=3[C:24]3[CH:29]=[CH:28][CH:27]=[CH:26][CH:25]=3)[CH2:12][CH2:11]2)=[CH:4][CH:3]=1. (8) The product is: [Cl:11][C:12]1[C:13]([C:20]([C:22]2[CH:27]=[CH:26][CH:25]=[CH:24][C:23]=2[O:28][CH:29]([F:30])[F:31])=[O:21])=[N:14][C:15]([S:18][CH3:19])=[N:16][CH:17]=1. Given the reactants CS(C)=O.C(Cl)(=O)C(Cl)=O.[Cl:11][C:12]1[C:13]([CH:20]([C:22]2[CH:27]=[CH:26][CH:25]=[CH:24][C:23]=2[O:28][CH:29]([F:31])[F:30])[OH:21])=[N:14][C:15]([S:18][CH3:19])=[N:16][CH:17]=1.C(N(CC)CC)C, predict the reaction product. (9) The product is: [C:1]([O:5][C:6]([NH:8][CH2:9][C:10]1[CH:11]=[CH:12][C:13]([NH:16][C:17](=[O:27])[CH2:18][CH2:19][CH2:20][CH2:21][CH2:22][CH2:23][C:24]([OH:26])=[O:25])=[CH:14][CH:15]=1)=[O:7])([CH3:4])([CH3:2])[CH3:3]. Given the reactants [C:1]([O:5][C:6]([NH:8][CH2:9][C:10]1[CH:15]=[CH:14][C:13]([NH:16][C:17](=[O:27])[CH2:18][CH2:19][CH2:20][CH2:21][CH2:22][CH2:23][C:24]([O-:26])=[O:25])=[CH:12][CH:11]=1)=[O:7])([CH3:4])([CH3:3])[CH3:2].[OH-].[Na+], predict the reaction product.